From a dataset of Forward reaction prediction with 1.9M reactions from USPTO patents (1976-2016). Predict the product of the given reaction. (1) Given the reactants Cl[C:2]1[CH:3]=[CH:4][CH:5]=[C:6]2[C:10]=1[NH:9][C:8]([B:11]1[O:15][C:14]([CH3:17])([CH3:16])[C:13]([CH3:19])([CH3:18])[O:12]1)=[CH:7]2.[CH3:20][O:21]C1C=CC=C2C=1NC=C2, predict the reaction product. The product is: [CH3:20][O:21][C:2]1[CH:3]=[CH:4][CH:5]=[C:6]2[C:10]=1[NH:9][C:8]([B:11]1[O:15][C:14]([CH3:17])([CH3:16])[C:13]([CH3:19])([CH3:18])[O:12]1)=[CH:7]2. (2) Given the reactants [Cl:1][C:2]1[CH:3]=[C:4]2[CH:10]=[CH:9][NH:8][C:5]2=[N:6][CH:7]=1.[OH-].[K+].[CH2:13]([N:15]1[C:19]([CH:20]=[O:21])=[CH:18][C:17]([NH:22][CH2:23][C:24]2[CH:29]=[CH:28][C:27]([F:30])=[CH:26][CH:25]=2)=[N:16]1)[CH3:14], predict the reaction product. The product is: [Cl:1][C:2]1[CH:3]=[C:4]2[C:10]([C:20]([C:19]3[N:15]([CH2:13][CH3:14])[N:16]=[C:17]([NH:22][CH2:23][C:24]4[CH:29]=[CH:28][C:27]([F:30])=[CH:26][CH:25]=4)[CH:18]=3)=[O:21])=[CH:9][NH:8][C:5]2=[N:6][CH:7]=1. (3) Given the reactants Br[C:2]1[CH:7]=[CH:6][N:5]=[C:4]2[N:8]([S:16]([C:19]3[CH:25]=[CH:24][C:22]([CH3:23])=[CH:21][CH:20]=3)(=[O:18])=[O:17])[C:9]([C:11]3[CH:12]=[N:13][NH:14][CH:15]=3)=[CH:10][C:3]=12.BrC1C=CN=C2N(COCC[Si](C)(C)C)C(C3C=NNC=3)=CC=12.[C:49]([NH:52][C:53]1[CH:54]=[C:55](B(O)O)[CH:56]=[CH:57][CH:58]=1)(=[O:51])[CH3:50], predict the reaction product. The product is: [NH:14]1[CH:15]=[C:11]([C:9]2[N:8]([S:16]([C:19]3[CH:25]=[CH:24][C:22]([CH3:23])=[CH:21][CH:20]=3)(=[O:18])=[O:17])[C:4]3=[N:5][CH:6]=[CH:7][C:2]([C:57]4[CH:58]=[C:53]([NH:52][C:49](=[O:51])[CH3:50])[CH:54]=[CH:55][CH:56]=4)=[C:3]3[CH:10]=2)[CH:12]=[N:13]1.